Dataset: Forward reaction prediction with 1.9M reactions from USPTO patents (1976-2016). Task: Predict the product of the given reaction. (1) Given the reactants C(OC(=O)[NH:7][CH2:8][CH2:9][N:10]([CH2:12][C:13]1[N:14]=[C:15]([NH:18][C:19]([NH:21][CH2:22][C:23]2[CH:28]=[CH:27][C:26]([Cl:29])=[C:25]([Cl:30])[CH:24]=2)=[O:20])[S:16][CH:17]=1)[CH3:11])(C)(C)C.Cl, predict the reaction product. The product is: [ClH:29].[NH2:7][CH2:8][CH2:9][N:10]([CH2:12][C:13]1[N:14]=[C:15]([NH:18][C:19]([NH:21][CH2:22][C:23]2[CH:28]=[CH:27][C:26]([Cl:29])=[C:25]([Cl:30])[CH:24]=2)=[O:20])[S:16][CH:17]=1)[CH3:11]. (2) The product is: [Cl:1][C:2]1[CH:16]=[CH:15][C:5]([CH2:6][O:7][C:8]2[CH:13]=[CH:12][N:11]([C:18]3[CH:19]=[CH:20][C:21]4[N:25]=[C:24]([CH:26]5[CH2:28][CH:27]5[C:29]([OH:32])([CH3:30])[CH3:31])[N:23]([CH3:33])[C:22]=4[CH:34]=3)[C:10](=[O:14])[CH:9]=2)=[CH:4][CH:3]=1. Given the reactants [Cl:1][C:2]1[CH:16]=[CH:15][C:5]([CH2:6][O:7][C:8]2[CH:13]=[CH:12][NH:11][C:10](=[O:14])[CH:9]=2)=[CH:4][CH:3]=1.Br[C:18]1[CH:19]=[CH:20][C:21]2[N:25]=[C:24]([CH:26]3[CH2:28][CH:27]3[C:29]([OH:32])([CH3:31])[CH3:30])[N:23]([CH3:33])[C:22]=2[CH:34]=1.CNCCNC.C(=O)([O-])[O-].[K+].[K+], predict the reaction product. (3) Given the reactants [NH2:1][C:2]1[CH:10]=[CH:9][C:5]([C:6]([OH:8])=O)=[CH:4][CH:3]=1.[CH3:11][N:12]([CH3:18])[CH:13]1[CH2:17][CH2:16][NH:15][CH2:14]1.CN(C)CCCN=C=NCC, predict the reaction product. The product is: [NH2:1][C:2]1[CH:3]=[CH:4][C:5]([C:6]([N:15]2[CH2:16][CH2:17][CH:13]([N:12]([CH3:18])[CH3:11])[CH2:14]2)=[O:8])=[CH:9][CH:10]=1. (4) Given the reactants [Cl:1][C:2]1[CH:7]=[CH:6][C:5]([C:8]2[CH:13]=[N:12][N:11]3[C:14](=[O:17])[NH:15][N:16]=[C:10]3[C:9]=2[C:18]2[CH:23]=[CH:22][C:21]([Cl:24])=[CH:20][CH:19]=2)=[CH:4][CH:3]=1.[C:38]1(P([C:38]2[CH:43]=[CH:42][CH:41]=[CH:40][CH:39]=2)[C:38]2[CH:43]=[CH:42][CH:41]=[CH:40][CH:39]=2)[CH:43]=[CH:42][CH:41]=[CH:40][CH:39]=1.N(C(OCC)=O)=NC(OCC)=O.O1C[CH2:59][CH2:58][CH2:57]1, predict the reaction product. The product is: [Cl:1][C:2]1[CH:7]=[CH:6][C:5]([C:8]2[CH:13]=[N:12][N:11]3[C:14](=[O:17])[N:15]([CH2:57][CH2:58][CH2:59][C:38]4[CH:39]=[CH:40][CH:41]=[CH:42][CH:43]=4)[N:16]=[C:10]3[C:9]=2[C:18]2[CH:23]=[CH:22][C:21]([Cl:24])=[CH:20][CH:19]=2)=[CH:4][CH:3]=1. (5) Given the reactants [Cl:1][C:2]1[CH:9]=[CH:8][C:5]([CH:6]=O)=[CH:4][CH:3]=1.[NH2:10][NH:11][C:12]([NH2:14])=[S:13], predict the reaction product. The product is: [Cl:1][C:2]1[CH:9]=[CH:8][C:5]([CH:6]=[N:10][NH:11][C:12]([NH2:14])=[S:13])=[CH:4][CH:3]=1. (6) Given the reactants O[C:2]1[C:3]2[N:11]=[CH:10][CH:9]=[C:8]([C:12]([NH2:14])=[O:13])[C:4]=2[N:5]=[CH:6][N:7]=1.Cl.[NH2:16][C@@H:17]([C:34]1[CH:39]=[CH:38][C:37]([F:40])=[C:36]([C:41]([F:44])([F:43])[F:42])[CH:35]=1)[CH2:18][N:19]([CH2:32][CH3:33])S(C1C=CC([N+]([O-])=O)=CC=1)(=O)=O, predict the reaction product. The product is: [CH2:32]([NH:19][CH2:18][C@@H:17]([NH:16][C:2]1[C:3]2[N:11]=[CH:10][CH:9]=[C:8]([C:12]([NH2:14])=[O:13])[C:4]=2[N:5]=[CH:6][N:7]=1)[C:34]1[CH:39]=[CH:38][C:37]([F:40])=[C:36]([C:41]([F:42])([F:43])[F:44])[CH:35]=1)[CH3:33]. (7) Given the reactants CC(N(C1C(I)=C(C(NCC(O)CO)=O)C(I)=C(C(NCC(O)CO)=O)C=1I)CC(O)CN(C(C)=O)C1C(I)=C(C(NCC(O)CO)=O)C(I)=C(C(NCC(O)CO)=O)C=1I)=O.[CH3:63][C:64]([N:66]([C:72]1[C:73]([I:96])=[C:74]([C:88]([NH:90][CH2:91][CH:92]([OH:95])[CH2:93][OH:94])=[O:89])[C:75]([I:87])=[C:76]([C:79]([NH:81][CH2:82][CH:83]([OH:86])[CH2:84][OH:85])=[O:80])[C:77]=1[I:78])[CH2:67][CH:68]([OH:71])[CH2:69][OH:70])=[O:65].[Cl-].[Cl-].[Ca+2], predict the reaction product. The product is: [CH3:63][C:64]([N:66]([C:72]1[C:77]([I:78])=[C:76]([C:79]([NH:81][CH2:82][CH:83]([OH:86])[CH2:84][OH:85])=[O:80])[C:75]([I:87])=[C:74]([C:88]([NH:90][CH2:91][CH:92]([OH:95])[CH2:93][OH:94])=[O:89])[C:73]=1[I:96])[CH2:67][CH:68]([OH:71])[CH2:69][OH:70])=[O:65].[C:64]([N:66]([CH2:67][CH:68]([OH:71])[CH2:69][OH:70])[C:72]1[C:73]([I:96])=[C:74]([C:88]([NH:90][CH2:91][CH:92]([OH:95])[CH2:93][OH:94])=[O:89])[C:75]([I:87])=[C:76]([C:79]([NH:81][CH2:82][CH:83]([OH:86])[CH2:84][OH:85])=[O:80])[C:77]=1[I:78])(=[O:65])[CH3:63]. (8) Given the reactants [CH2:1]([O:8][C:9]1[N:14]=[N:13][C:12]([CH2:15][CH2:16][C:17]2[CH:18]=[CH:19][C:20]([CH2:23]O)=[N:21][CH:22]=2)=[CH:11][CH:10]=1)[C:2]1[CH:7]=[CH:6][CH:5]=[CH:4][CH:3]=1.S(Cl)([Cl:27])=O.[OH-].[Na+], predict the reaction product. The product is: [CH2:1]([O:8][C:9]1[N:14]=[N:13][C:12]([CH2:15][CH2:16][C:17]2[CH:22]=[N:21][C:20]([CH2:23][Cl:27])=[CH:19][CH:18]=2)=[CH:11][CH:10]=1)[C:2]1[CH:7]=[CH:6][CH:5]=[CH:4][CH:3]=1.